This data is from Peptide-MHC class II binding affinity with 134,281 pairs from IEDB. The task is: Regression. Given a peptide amino acid sequence and an MHC pseudo amino acid sequence, predict their binding affinity value. This is MHC class II binding data. (1) The peptide sequence is GFVGLCRTLGSKCVR. The MHC is DRB5_0101 with pseudo-sequence DRB5_0101. The binding affinity (normalized) is 0.712. (2) The peptide sequence is HVKHFVINLIGDFEV. The MHC is DRB1_1302 with pseudo-sequence DRB1_1302. The binding affinity (normalized) is 1.00. (3) The peptide sequence is GKGSIVACAKFTCAK. The MHC is DRB1_1501 with pseudo-sequence DRB1_1501. The binding affinity (normalized) is 0.0953.